Predict the product of the given reaction. From a dataset of Forward reaction prediction with 1.9M reactions from USPTO patents (1976-2016). (1) Given the reactants [Cl:1][C:2]1[CH:3]=[C:4]([C:30]2[CH2:31][CH2:32][C:33](=[O:36])[NH:34][N:35]=2)[CH:5]=[CH:6][C:7]=1[O:8][CH2:9][C:10]([N:12]1[CH2:17][CH2:16][CH:15]([NH:18][CH2:19][C@H:20]([OH:29])[CH2:21][O:22][C:23]2[CH:28]=[CH:27][CH:26]=[CH:25][CH:24]=2)[CH2:14][CH2:13]1)=[O:11].[C:37](C1C=CC(O)=CC=1)#[N:38], predict the reaction product. The product is: [Cl:1][C:2]1[CH:3]=[C:4]([C:30]2[CH2:31][CH2:32][C:33](=[O:36])[NH:34][N:35]=2)[CH:5]=[CH:6][C:7]=1[O:8][CH2:9][C:10]([N:12]1[CH2:13][CH2:14][CH:15]([NH:18][CH2:19][CH:20]([OH:29])[CH2:21][O:22][C:23]2[CH:24]=[CH:25][C:26]([C:37]#[N:38])=[CH:27][CH:28]=2)[CH2:16][CH2:17]1)=[O:11]. (2) Given the reactants [CH3:1][O:2][C:3]1[CH:17]=[CH:16][C:6]([CH2:7][O:8][C:9]2[CH:14]=[CH:13][CH:12]=[CH:11][C:10]=2[OH:15])=[CH:5][CH:4]=1.C([O-])([O-])=O.[K+].[K+].Br[CH:25]([CH2:30][CH2:31][Br:32])[C:26]([O:28][CH3:29])=[O:27], predict the reaction product. The product is: [Br:32][CH2:31][CH2:30][CH:25]([O:15][C:10]1[CH:11]=[CH:12][CH:13]=[CH:14][C:9]=1[O:8][CH2:7][C:6]1[CH:5]=[CH:4][C:3]([O:2][CH3:1])=[CH:17][CH:16]=1)[C:26]([O:28][CH3:29])=[O:27]. (3) Given the reactants FC(F)(F)C(O)=O.[CH:8]1([C:11]2[CH:12]=[CH:13][C:14]([O:17][C:18]3[CH:23]=[CH:22][CH:21]=[C:20]([CH:24]=[C:25]4[CH2:30][CH2:29][NH:28][CH2:27][CH2:26]4)[CH:19]=3)=[N:15][CH:16]=2)[CH2:10][CH2:9]1.[N:31]1[CH:36]=[CH:35][CH:34]=[C:33]([NH:37][C:38](=O)[O:39]C2C=CC=CC=2)[N:32]=1.C(N(C(C)C)CC)(C)C, predict the reaction product. The product is: [CH:8]1([C:11]2[CH:12]=[CH:13][C:14]([O:17][C:18]3[CH:19]=[C:20]([CH:21]=[CH:22][CH:23]=3)[CH:24]=[C:25]3[CH2:30][CH2:29][N:28]([C:38]([NH:37][C:33]4[N:32]=[N:31][CH:36]=[CH:35][CH:34]=4)=[O:39])[CH2:27][CH2:26]3)=[N:15][CH:16]=2)[CH2:10][CH2:9]1. (4) Given the reactants [NH:1](C(OCC1C2C(=CC=CC=2)C2C1=CC=CC=2)=O)[CH2:2][C:3]([OH:5])=[O:4].CCN(C(C)C)C(C)C.[C:32](Cl)(=[O:40])[CH2:33][CH2:34][CH2:35][CH2:36][C:37](Cl)=[O:38].[NH2:42][C:43]1[CH:56]=[C:55]2[C:50]([N:51]=[CH:52][CH:53]=[CH:54]2)=[C:49]2[C:44]=1[CH:45]=[CH:46][CH:47]=[N:48]2, predict the reaction product. The product is: [N:48]1[C:49]2[C:44](=[C:43]([NH:42][C:32]([CH2:33][CH2:34][CH2:35][CH2:36][C:37]([NH:1][CH2:2][C:3]([OH:5])=[O:4])=[O:38])=[O:40])[CH:56]=[C:55]3[C:50]=2[N:51]=[CH:52][CH:53]=[CH:54]3)[CH:45]=[CH:46][CH:47]=1. (5) The product is: [CH2:1]([CH:6]1[CH2:12][CH:11]2[CH2:13][CH:8]([CH2:9][CH2:10]2)[C:7]1=[O:14])[CH2:2][CH2:3][CH2:4][CH3:5]. Given the reactants [CH2:1]([CH:6]1[CH2:12][CH:11]2[CH2:13][CH:8]([CH:9]=[CH:10]2)[C:7]1=[O:14])[CH2:2][CH2:3][CH2:4][CH3:5].[H][H], predict the reaction product. (6) Given the reactants [C:1]([O:5][C:6]([N:8]1[CH2:16][CH2:15][N:14]2[C@@H:10]([CH2:11]OS2(=O)=O)[CH2:9]1)=[O:7])([CH3:4])([CH3:3])[CH3:2].[C-:19]#[N:20].[K+], predict the reaction product. The product is: [C:1]([O:5][C:6]([N:8]1[CH2:16][CH2:15][NH:14][C@@H:10]([CH2:11][C:19]#[N:20])[CH2:9]1)=[O:7])([CH3:4])([CH3:3])[CH3:2].